Predict the reaction yield, written as a fraction of the theoretical maximum amount of product (1.0 means a 100% yield; for example, 0.34 means a 34% yield). From a dataset of Reaction yield outcomes from USPTO patents with 853,638 reactions. (1) The reactants are [Cl:1][C:2]1[CH:32]=[C:31]([Cl:33])[CH:30]=[CH:29][C:3]=1[CH2:4][CH:5]1[CH2:9][CH2:8][N:7]([C@@H:10]2[CH2:15][CH2:14][C@H:13]([O:16]C(=O)C3C=CC([N+]([O-])=O)=CC=3)[CH2:12][CH2:11]2)[C:6]1=[O:28].C([O-])([O-])=O.[K+].[K+]. The yield is 0.620. The catalyst is CO. The product is [Cl:1][C:2]1[CH:32]=[C:31]([Cl:33])[CH:30]=[CH:29][C:3]=1[CH2:4][CH:5]1[CH2:9][CH2:8][N:7]([C@H:10]2[CH2:11][CH2:12][C@@H:13]([OH:16])[CH2:14][CH2:15]2)[C:6]1=[O:28]. (2) The reactants are [NH:1]([C:8]1[N:13]=[C:12](Cl)[CH:11]=[CH:10][N:9]=1)[C:2]1[CH:7]=[CH:6][CH:5]=[CH:4][CH:3]=1.Cl.[CH3:16][N:17]([CH2:19][CH:20]([OH:30])[CH2:21][O:22][C:23]1[CH:29]=[CH:28][C:26]([NH2:27])=[CH:25][CH:24]=1)[CH3:18]. The catalyst is C(O)CCC.CO. The product is [NH:1]([C:8]1[N:13]=[C:12]([NH:27][C:26]2[CH:28]=[CH:29][C:23]([O:22][CH2:21][CH:20]([OH:30])[CH2:19][N:17]([CH3:16])[CH3:18])=[CH:24][CH:25]=2)[CH:11]=[CH:10][N:9]=1)[C:2]1[CH:7]=[CH:6][CH:5]=[CH:4][CH:3]=1. The yield is 0.650. (3) The reactants are [CH3:1][C:2](=[CH:4][CH2:5][CH2:6]/[C:7](=[CH:9]/[CH2:10][OH:11])/[CH3:8])[CH3:3]. The catalyst is [O-2].[O-2].[Mn+4].ClCCl. The product is [CH3:3][C:2](=[CH:4][CH2:5][CH2:6]/[C:7](=[CH:9]/[CH:10]=[O:11])/[CH3:8])[CH3:1]. The yield is 0.800.